Dataset: Reaction yield outcomes from USPTO patents with 853,638 reactions. Task: Predict the reaction yield, written as a fraction of the theoretical maximum amount of product (1.0 means a 100% yield; for example, 0.34 means a 34% yield). The reactants are [C:1]([O:9][CH2:10][C:11]1[O:15][N:14]=[C:13]([CH3:16])[CH:12]=1)(=[O:8])[C:2]1[CH:7]=[CH:6][CH:5]=[CH:4][CH:3]=1.[Br:17]N1C(=O)CCC1=O. The catalyst is C(O)(=O)C.[Cl-].[Na+].O. The product is [C:1]([O:9][CH2:10][C:11]1[O:15][N:14]=[C:13]([CH3:16])[C:12]=1[Br:17])(=[O:8])[C:2]1[CH:3]=[CH:4][CH:5]=[CH:6][CH:7]=1. The yield is 0.790.